This data is from Reaction yield outcomes from USPTO patents with 853,638 reactions. The task is: Predict the reaction yield, written as a fraction of the theoretical maximum amount of product (1.0 means a 100% yield; for example, 0.34 means a 34% yield). (1) The reactants are [CH2:1]([O:4][C:5]([C:7]1[NH:8][CH:9]=[CH:10][CH:11]=1)=[O:6])[CH:2]=[CH2:3].[OH-].[Na+].[Cl-].[NH4+:15].[OH-].[NH4+]. The catalyst is C(OC)(C)(C)C.O.[Cl-].C([N+](CCCCCCCC)(CCCCCCCC)C)CCCCCCC. The product is [CH2:1]([O:4][C:5]([C:7]1[N:8]([NH2:15])[CH:9]=[CH:10][CH:11]=1)=[O:6])[CH:2]=[CH2:3]. The yield is 0.620. (2) The reactants are [Cl:1][C:2]1[CH:27]=[N:26][C:5]2=[N:6][C:7]([N:19]3[CH2:24][CH2:23][N:22]([CH3:25])[CH2:21][CH2:20]3)=[C:8]([NH:10][CH2:11][CH:12](OCC)OCC)[N:9]=[C:4]2[CH:3]=1.CC1C=CC(S(O)(=O)=O)=CC=1. The catalyst is CC(O)C. The product is [Cl:1][C:2]1[CH:27]=[N:26][C:5]2[N:6]=[C:7]([N:19]3[CH2:24][CH2:23][N:22]([CH3:25])[CH2:21][CH2:20]3)[C:8]3[N:9]([CH:12]=[CH:11][N:10]=3)[C:4]=2[CH:3]=1. The yield is 0.550. (3) The reactants are [OH:1][CH:2]([C:16]1[CH:21]=[CH:20][CH:19]=[CH:18][CH:17]=1)[CH2:3][N:4]1[C:12]2[C:7](=[CH:8][CH:9]=[CH:10][CH:11]=2)[C:6]([CH2:13][C:14]#[N:15])=[CH:5]1.[N:22]([Si](C)(C)C)=[N+:23]=[N-:24]. No catalyst specified. The product is [NH:22]1[C:14]([CH2:13][C:6]2[C:7]3[C:12](=[CH:11][CH:10]=[CH:9][CH:8]=3)[N:4]([CH2:3][CH:2]([C:16]3[CH:21]=[CH:20][CH:19]=[CH:18][CH:17]=3)[OH:1])[CH:5]=2)=[N:15][N:24]=[N:23]1. The yield is 0.264. (4) The reactants are [F:1][C:2]1[C:7]([C:8]2[CH:9]=[C:10]([CH2:21][N:22]([CH3:30])[C:23](=[O:29])[O:24][C:25]([CH3:28])([CH3:27])[CH3:26])[S:11][C:12]=2[S:13]([C:16]2[NH:17][CH:18]=[CH:19][N:20]=2)(=O)=O)=[CH:6][CH:5]=[CH:4][N:3]=1.[C:31](=O)([O-])[O-].[K+].[K+].IC. The catalyst is CN(C)C=O.O. The product is [F:1][C:2]1[C:7]([C:8]2[CH:9]=[C:10]([CH2:21][N:22]([CH3:30])[C:23](=[O:29])[O:24][C:25]([CH3:28])([CH3:27])[CH3:26])[S:11][C:12]=2[S:13][C:16]2[N:17]([CH3:31])[CH:18]=[CH:19][N:20]=2)=[CH:6][CH:5]=[CH:4][N:3]=1. The yield is 0.720. (5) The reactants are C[O:2][C:3](=[O:28])/[CH:4]=[CH:5]/[C:6]1[CH:7]=[CH:8][C:9]2[O:25][C:12]3([CH2:17][CH2:16][N:15]([C:18](OC(C)(C)C)=O)[CH2:14][CH2:13]3)[C:11](=[O:26])[C:10]=2[CH:27]=1.C(Br)[C:30]1[CH:35]=[CH:34][CH:33]=[CH:32][CH:31]=1.[OH-].[Na+]. No catalyst specified. The product is [CH2:18]([N:15]1[CH2:16][CH2:17][C:12]2([C:11](=[O:26])[C:10]3[CH:27]=[C:6](/[CH:5]=[CH:4]/[C:3]([OH:2])=[O:28])[CH:7]=[CH:8][C:9]=3[O:25]2)[CH2:13][CH2:14]1)[C:30]1[CH:35]=[CH:34][CH:33]=[CH:32][CH:31]=1. The yield is 0.930. (6) The reactants are [C:1]([N:5]1[CH2:10][CH2:9][N:8]([C:11]([O:13]C(C)(C)C)=O)[CH2:7][CH2:6]1)(=[O:4])[CH:2]=[CH2:3].Cl.CO.[Cl:21][C:22]1[CH:27]=[CH:26][CH:25]=[CH:24][C:23]=1[C:28]1[CH:29]=[C:30]([CH:34]=[C:35]([O:37][CH3:38])[CH:36]=1)C(O)=O.C1C=CC2N(O)N=NC=2C=1.CCN=C=NCCCN(C)C.Cl.CCN(CC)CC. The catalyst is C(Cl)Cl.CN(C=O)C. The product is [Cl:21][C:22]1[CH:27]=[CH:26][CH:25]=[CH:24][C:23]=1[C:28]1[CH:36]=[C:35]([O:37][CH3:38])[CH:34]=[C:30]([C:11]([N:8]2[CH2:7][CH2:6][N:5]([C:1](=[O:4])[CH:2]=[CH2:3])[CH2:10][CH2:9]2)=[O:13])[CH:29]=1. The yield is 0.520. (7) The reactants are Br[C:2]1[CH:7]=[CH:6][C:5]([N+:8]([O-:10])=[O:9])=[CH:4][C:3]=1[O:11][CH3:12].[Cl:13][C:14]1[CH:19]=[C:18](B(O)O)[CH:17]=[CH:16][N:15]=1.C(=O)([O-])[O-].[Na+].[Na+]. The catalyst is C1COCC1.Cl[Pd](Cl)([P](C1C=CC=CC=1)(C1C=CC=CC=1)C1C=CC=CC=1)[P](C1C=CC=CC=1)(C1C=CC=CC=1)C1C=CC=CC=1. The product is [Cl:13][C:14]1[CH:19]=[C:18]([C:2]2[CH:7]=[CH:6][C:5]([N+:8]([O-:10])=[O:9])=[CH:4][C:3]=2[O:11][CH3:12])[CH:17]=[CH:16][N:15]=1. The yield is 0.280. (8) The reactants are [N:1]#[C:2]Br.[CH3:4][O:5][C:6]1[CH:11]=[CH:10][C:9]([C:12]2([C:15]([NH:17][NH2:18])=[O:16])[CH2:14][CH2:13]2)=[CH:8][CH:7]=1.C(=O)(O)[O-].[K+]. The catalyst is CO.O. The product is [CH3:4][O:5][C:6]1[CH:7]=[CH:8][C:9]([C:12]2([C:15]3[O:16][C:2]([NH2:1])=[N:18][N:17]=3)[CH2:14][CH2:13]2)=[CH:10][CH:11]=1. The yield is 0.713.